From a dataset of HIV replication inhibition screening data with 41,000+ compounds from the AIDS Antiviral Screen. Binary Classification. Given a drug SMILES string, predict its activity (active/inactive) in a high-throughput screening assay against a specified biological target. (1) The compound is N=C(NNS(=O)(=O)c1ccccc1)Oc1ccc(Br)cc1Br. The result is 0 (inactive). (2) The compound is Cc1ccc(C=NC23CC4CC(CC(C4)C2)C3)cc1. The result is 0 (inactive).